From a dataset of Reaction yield outcomes from USPTO patents with 853,638 reactions. Predict the reaction yield, written as a fraction of the theoretical maximum amount of product (1.0 means a 100% yield; for example, 0.34 means a 34% yield). (1) The reactants are [N:1]1[C:10]2[C:5](=[CH:6][CH:7]=[CH:8][CH:9]=2)[C:4]([CH:11]([NH2:13])[CH3:12])=[CH:3][CH:2]=1.[CH3:14][O:15][C:16]1[C:21]([C:22]2[CH:27]=[CH:26][C:25]([O:28][CH3:29])=[CH:24][CH:23]=2)=[CH:20][C:19]([CH:30]=O)=[CH:18][CH:17]=1.C(O)(=O)C.C([BH3-])#N.[Na+]. The catalyst is CO. The product is [CH3:14][O:15][C:16]1[C:21]([C:22]2[CH:27]=[CH:26][C:25]([O:28][CH3:29])=[CH:24][CH:23]=2)=[CH:20][C:19]([CH2:30][NH:13][CH:11]([C:4]2[C:5]3[C:10](=[CH:9][CH:8]=[CH:7][CH:6]=3)[N:1]=[CH:2][CH:3]=2)[CH3:12])=[CH:18][CH:17]=1. The yield is 0.720. (2) The reactants are C([O:8][C@@H:9]1[C@@H:14]([O:15]CC2C=CC=CC=2)[C@H:13]([O:23]CC2C=CC=CC=2)[C@@H:12]([CH2:31][O:32]CC2C=CC=CC=2)[O:11][C@H:10]1[C:40]1[CH:45]=[C:44]([CH2:46][C:47]2[CH:52]=[CH:51][C:50]([CH2:53][CH2:54][NH:55][C:56]([NH:58][C:59]([CH3:63])([CH3:62])[CH2:60][OH:61])=[O:57])=[CH:49][CH:48]=2)[C:43]([CH3:64])=[CH:42][C:41]=1[O:65]CC1C=CC=CC=1)C1C=CC=CC=1. The catalyst is [OH-].[Pd+2].[OH-].CO. The product is [OH:61][CH2:60][C:59]([NH:58][C:56]([NH:55][CH2:54][CH2:53][C:50]1[CH:51]=[CH:52][C:47]([CH2:46][C:44]2[C:43]([CH3:64])=[CH:42][C:41]([OH:65])=[C:40]([C@@H:10]3[O:11][C@H:12]([CH2:31][OH:32])[C@@H:13]([OH:23])[C@H:14]([OH:15])[C@H:9]3[OH:8])[CH:45]=2)=[CH:48][CH:49]=1)=[O:57])([CH3:62])[CH3:63]. The yield is 0.580. (3) The reactants are [C:1]([C:4]1[CH:26]=[CH:25][C:7]([O:8][CH2:9][C:10]2[CH:11]=[C:12]([S:16][C:17]3[N:24]=[CH:23][CH:22]=[CH:21][C:18]=3[C:19]#[N:20])[CH:13]=[CH:14][CH:15]=2)=[C:6]([CH2:27][CH2:28][CH3:29])[C:5]=1[OH:30])(=[O:3])[CH3:2].[N-:31]=[N+:32]=[N-:33].[Na+].Cl.C(N(CC)CC)C. No catalyst specified. The product is [OH:30][C:5]1[C:6]([CH2:27][CH2:28][CH3:29])=[C:7]([O:8][CH2:9][C:10]2[CH:15]=[CH:14][CH:13]=[C:12]([S:16][C:17]3[C:18]([C:19]4[N:31]=[N:32][NH:33][N:20]=4)=[CH:21][CH:22]=[CH:23][N:24]=3)[CH:11]=2)[CH:25]=[CH:26][C:4]=1[C:1](=[O:3])[CH3:2]. The yield is 0.480. (4) The reactants are [CH:1]([C:3]1[C:12]2[C:6]([CH:7]=[CH:8][CH:9]=[CH:10][CH:11]=2)=[CH:5][CH:4]=1)=O.[NH:13]1[C:21]2[C:16](=[CH:17][CH:18]=[CH:19][CH:20]=2)[CH2:15][C:14]1=[O:22].N1CCCC1. The catalyst is C(O)C. The product is [C:3]1([CH:1]=[C:15]2[C:16]3[C:21](=[CH:20][CH:19]=[CH:18][CH:17]=3)[NH:13][C:14]2=[O:22])[C:12]2[C:6]([CH:7]=[CH:8][CH:9]=[CH:10][CH:11]=2)=[CH:5][CH:4]=1. The yield is 0.950. (5) The reactants are [CH3:1][O:2][C:3]1[C:21]([Cl:22])=[C:20]([NH2:23])[C:19](Cl)=[CH:18][C:4]=1[C:5]([O:7][CH:8]1[CH2:13][CH:12]2[C:14]([CH3:16])([CH3:15])[C:9]1([CH3:17])[CH2:10][CH2:11]2)=[O:6].[Cl:25][C:26]1[CH:33]=[C:32]([Cl:34])[CH:31]=[C:28]([CH:29]=O)[C:27]=1[OH:35]. No catalyst specified. The product is [C:9]12([CH3:17])[C:14]([CH3:15])([CH3:16])[CH:12]([CH2:11][CH2:10]1)[CH2:13][CH:8]2[O:7][C:5](=[O:6])[C:4]1[CH:18]=[CH:19][C:20]([NH:23][CH2:29][C:28]2[CH:31]=[C:32]([Cl:34])[CH:33]=[C:26]([Cl:25])[C:27]=2[OH:35])=[C:21]([Cl:22])[C:3]=1[O:2][CH3:1]. The yield is 0.684. (6) The reactants are [C:1]([C:4]1[CH:5]([C:20]2[CH:25]=[CH:24][C:23]([Cl:26])=[CH:22][CH:21]=2)[N:6]([C:11]2[CH:12]=[C:13]([Cl:19])[C:14](=[O:18])[N:15]([CH3:17])[CH:16]=2)[C:7](=[O:10])[C:8]=1O)(=O)[CH3:2].[NH:27]([C:29]1[C:30]([O:35][CH3:36])=[N:31][CH:32]=[CH:33][CH:34]=1)[NH2:28].S(=O)(=O)(O)N.CC(O)=O. The catalyst is CCO. The product is [Cl:19][C:13]1[C:14](=[O:18])[N:15]([CH3:17])[CH:16]=[C:11]([N:6]2[CH:5]([C:20]3[CH:21]=[CH:22][C:23]([Cl:26])=[CH:24][CH:25]=3)[C:4]3[C:1]([CH3:2])=[N:28][N:27]([C:29]4[C:30]([O:35][CH3:36])=[N:31][CH:32]=[CH:33][CH:34]=4)[C:8]=3[C:7]2=[O:10])[CH:12]=1. The yield is 0.0400. (7) The catalyst is CCOC(C)=O.O. The reactants are F[B-](F)(F)F.F[B-](F)(F)F.ClC[N+]12CC[N+]([F:21])(CC1)CC2.[C:22]([O:26][C:27](=[O:44])[C:28]1[C:33]([NH:34][C:35]2[CH:40]=[CH:39][C:38]([Br:41])=[CH:37][C:36]=2[Cl:42])=[CH:32][C:31]([NH2:43])=[N:30][CH:29]=1)([CH3:25])([CH3:24])[CH3:23].CO. The product is [C:22]([O:26][C:27](=[O:44])[C:28]1[C:33]([NH:34][C:35]2[CH:40]=[CH:39][C:38]([Br:41])=[CH:37][C:36]=2[Cl:42])=[C:32]([F:21])[C:31]([NH2:43])=[N:30][CH:29]=1)([CH3:25])([CH3:23])[CH3:24]. The yield is 0.0700. (8) The reactants are F[C:2]1[CH:7]=[CH:6][C:5]([CH3:8])=[C:4]([N+:9]([O-:11])=[O:10])[CH:3]=1.[CH3:12][N:13]1[CH2:18][CH2:17][NH:16][CH2:15][CH2:14]1. No catalyst specified. The product is [CH3:12][N:13]1[CH2:18][CH2:17][N:16]([C:2]2[CH:7]=[CH:6][C:5]([CH3:8])=[C:4]([N+:9]([O-:11])=[O:10])[CH:3]=2)[CH2:15][CH2:14]1. The yield is 0.480. (9) The reactants are C[C:2]1[CH:10]=[CH:9][C:5]([C:6]([OH:8])=[O:7])=[C:4]([N:11]([S:13]([C:16]2[CH:21]=[CH:20][C:19](F)=[CH:18][CH:17]=2)(=[O:15])=[O:14])[CH3:12])[C:3]=1[CH3:23].[OH:24][CH2:25][CH2:26][CH2:27][NH:28][C:29]([C:31]1[NH:32][C:33]2[C:38]([CH:39]=1)=[CH:37][CH:36]=[CH:35][CH:34]=2)=[O:30]. No catalyst specified. The product is [NH:32]1[C:33]2[C:38](=[CH:37][CH:36]=[CH:35][CH:34]=2)[CH:39]=[C:31]1[C:29]([NH:28][CH2:27][CH2:26][CH2:25][O:24][C:19]1[CH:20]=[CH:21][C:16]([S:13]([N:11]([CH3:12])[C:4]2[C:3]([CH3:23])=[CH:2][CH:10]=[CH:9][C:5]=2[C:6]([OH:8])=[O:7])(=[O:15])=[O:14])=[CH:17][CH:18]=1)=[O:30]. The yield is 0.910. (10) The reactants are [Cl:1][C:2]1[CH:10]=[CH:9][C:8]2[N:7]([CH2:11][C:12](OCC)=[O:13])[C:6]3[CH2:17][CH2:18][N:19]([C:22]([O:24][C:25]([CH3:28])([CH3:27])[CH3:26])=[O:23])[CH2:20][CH2:21][C:5]=3[C:4]=2[C:3]=1[Cl:29].[Li+].[BH4-].[OH-].[Na+].CCOC(C)=O. The catalyst is C1COCC1.O. The product is [Cl:1][C:2]1[CH:10]=[CH:9][C:8]2[N:7]([CH2:11][CH2:12][OH:13])[C:6]3[CH2:17][CH2:18][N:19]([C:22]([O:24][C:25]([CH3:27])([CH3:26])[CH3:28])=[O:23])[CH2:20][CH2:21][C:5]=3[C:4]=2[C:3]=1[Cl:29]. The yield is 0.210.